This data is from Full USPTO retrosynthesis dataset with 1.9M reactions from patents (1976-2016). The task is: Predict the reactants needed to synthesize the given product. (1) Given the product [SH:15][C:13]1[NH:14][C:10]2[CH:9]=[C:8]([NH:7][C:5](=[O:6])[C:4]([OH:18])=[O:3])[CH:17]=[CH:16][C:11]=2[N:12]=1, predict the reactants needed to synthesize it. The reactants are: C([O:3][C:4](=[O:18])[C:5]([NH:7][C:8]1[CH:17]=[CH:16][C:11]2[N:12]=[C:13]([SH:15])[NH:14][C:10]=2[CH:9]=1)=[O:6])C.[OH-].[K+].FC1C=CC(CC2CCN(C(=O)C(O)=O)CC2)=CC=1. (2) Given the product [CH3:25][O:24][C:17]1[CH:18]=[C:19]([O:22][CH3:23])[CH:20]=[CH:21][C:16]=1[C:11]1([C:4]2[CH:5]=[CH:6][C:7]([O:9][CH3:10])=[CH:8][C:3]=2[O:2][CH3:1])[O:14][CH2:15][CH2:13][O:12]1, predict the reactants needed to synthesize it. The reactants are: [CH3:1][O:2][C:3]1[CH:8]=[C:7]([O:9][CH3:10])[CH:6]=[CH:5][C:4]=1[C:11]([C:16]1[CH:21]=[CH:20][C:19]([O:22][CH3:23])=[CH:18][C:17]=1[O:24][CH3:25])([O:14][CH3:15])[O:12][CH3:13].